From a dataset of Full USPTO retrosynthesis dataset with 1.9M reactions from patents (1976-2016). Predict the reactants needed to synthesize the given product. (1) Given the product [OH:51][N:7]=[C:6]([C:5]1[CH:8]=[CH:9][C:2]([CH2:1][N:42]([CH3:43])[CH2:41][C:40]([O:39][C:35]([CH3:38])([CH3:37])[CH3:36])=[O:44])=[C:3]([C:10]([F:11])([F:12])[F:13])[CH:4]=1)[NH2:15], predict the reactants needed to synthesize it. The reactants are: [CH3:1][C:2]1[CH:9]=[CH:8][C:5]([C:6]#[N:7])=[CH:4][C:3]=1[C:10]([F:13])([F:12])[F:11].Br[N:15]1C(=O)CCC1=O.CC(N=NC(C#N)(C)C)(C#N)C.Cl.[C:35]([O:39][C:40](=[O:44])[CH2:41][NH:42][CH3:43])([CH3:38])([CH3:37])[CH3:36].C([O-])([O-])=O.[K+].[K+].[OH2:51]. (2) Given the product [O:11]1[CH:15]=[CH:14][CH:13]=[C:12]1[C:9]1[CH:8]=[CH:7][C:4]([C:5]#[N:6])=[CH:3][C:2]=1[OH:1], predict the reactants needed to synthesize it. The reactants are: [OH:1][C:2]1[CH:3]=[C:4]([CH:7]=[CH:8][C:9]=1I)[C:5]#[N:6].[O:11]1[CH:15]=[CH:14][CH:13]=[C:12]1[Sn](CCCC)(CCCC)CCCC. (3) Given the product [Cl:2][C:3]1[CH:8]=[CH:7][C:6]([C:9]2[N:13]([C:14]3[CH:19]=[CH:18][C:17]([Cl:20])=[CH:16][C:15]=3[Cl:21])[N:12]=[C:11]([C:22]([NH2:1])=[O:23])[C:10]=2[CH3:25])=[CH:5][CH:4]=1, predict the reactants needed to synthesize it. The reactants are: [NH3:1].[Cl:2][C:3]1[CH:8]=[CH:7][C:6]([C:9]2[N:13]([C:14]3[CH:19]=[CH:18][C:17]([Cl:20])=[CH:16][C:15]=3[Cl:21])[N:12]=[C:11]([C:22](Cl)=[O:23])[C:10]=2[CH3:25])=[CH:5][CH:4]=1.